Task: Predict which catalyst facilitates the given reaction.. Dataset: Catalyst prediction with 721,799 reactions and 888 catalyst types from USPTO (1) Reactant: [N:1]1([C:10]2[S:14][C:13]([C:15]([O:17]C)=O)=[C:12]([CH2:19][CH2:20][C:21]3[CH:26]=[CH:25][CH:24]=[CH:23][CH:22]=3)[CH:11]=2)[C:5]2[CH:6]=[CH:7][CH:8]=[CH:9][C:4]=2[N:3]=[CH:2]1.[NH3:27]. Product: [N:1]1([C:10]2[S:14][C:13]([C:15]([NH2:27])=[O:17])=[C:12]([CH2:19][CH2:20][C:21]3[CH:26]=[CH:25][CH:24]=[CH:23][CH:22]=3)[CH:11]=2)[C:5]2[CH:6]=[CH:7][CH:8]=[CH:9][C:4]=2[N:3]=[CH:2]1. The catalyst class is: 5. (2) Reactant: C[O:2][C:3]([C:5]1[C:13]2[N:12]=[C:11]([C:14]3[CH:19]=[CH:18][C:17]([Cl:20])=[CH:16][CH:15]=3)[NH:10][C:9]=2[C:8]([OH:21])=[CH:7][CH:6]=1)=[O:4].O[Li].O. Product: [Cl:20][C:17]1[CH:16]=[CH:15][C:14]([C:11]2[NH:10][C:9]3[C:8]([OH:21])=[CH:7][CH:6]=[C:5]([C:3]([OH:4])=[O:2])[C:13]=3[N:12]=2)=[CH:19][CH:18]=1. The catalyst class is: 87. (3) Reactant: [CH:1](=[N:8]/[C:9]1[CH:17]=[CH:16][CH:15]=[C:14]2[C:10]=1[CH2:11][O:12][C:13]2=[O:18])\[C:2]1[CH:7]=[CH:6][CH:5]=[CH:4][CH:3]=1.[O:19]1[CH:23]=[CH:22][C:21]([CH:24]=O)=[CH:20]1.[CH2:26]([OH:28])[CH3:27]. Product: [O:19]1[CH:23]=[CH:22][C:21]([CH:24]2[C:26](=[O:28])[C:27]3[C:14]([C:13]([O:12][CH2:11][CH3:10])=[O:18])=[CH:15][CH:16]=[CH:17][C:9]=3[NH:8][CH:1]2[C:2]2[CH:3]=[CH:4][CH:5]=[CH:6][CH:7]=2)=[CH:20]1. The catalyst class is: 567. (4) Reactant: [CH2:1]([O:8][C:9]1[C:14]([C:15]([CH3:18])([CH3:17])[CH3:16])=[CH:13][CH:12]=[CH:11][C:10]=1[C:19]1[CH:24]=[CH:23][CH:22]=[C:21]([C:25](=[O:27])[CH3:26])[CH:20]=1)[C:2]1[CH:7]=[CH:6][CH:5]=[CH:4][CH:3]=1.[CH3:28][O:29][C:30]1[CH:35]=[CH:34][CH:33]=[CH:32][C:31]=1[Mg]Br.[Cl-].[NH4+]. Product: [CH2:1]([O:8][C:9]1[C:14]([C:15]([CH3:18])([CH3:17])[CH3:16])=[CH:13][CH:12]=[CH:11][C:10]=1[C:19]1[CH:24]=[CH:23][CH:22]=[C:21]([C:25]([C:31]2[CH:32]=[CH:33][CH:34]=[CH:35][C:30]=2[O:29][CH3:28])([OH:27])[CH3:26])[CH:20]=1)[C:2]1[CH:3]=[CH:4][CH:5]=[CH:6][CH:7]=1. The catalyst class is: 7.